From a dataset of Forward reaction prediction with 1.9M reactions from USPTO patents (1976-2016). Predict the product of the given reaction. (1) Given the reactants [CH3:1][O:2][C:3](=[O:23])[C@@H:4]([NH:15][C:16]([O:18][C:19]([CH3:22])([CH3:21])[CH3:20])=[O:17])[C@H:5]([C:7]1[CH:12]=[CH:11][C:10]([OH:13])=[CH:9][C:8]=1[F:14])[CH3:6].[CH:24]([O:27][C:28]([N:30]1[CH2:35][CH2:34][CH:33]([CH2:36][CH2:37][CH2:38]O)[CH2:32][CH2:31]1)=[O:29])([CH3:26])[CH3:25], predict the reaction product. The product is: [CH:24]([O:27][C:28]([N:30]1[CH2:35][CH2:34][CH:33]([CH2:36][CH2:37][CH2:38][O:13][C:10]2[CH:11]=[CH:12][C:7]([C@H:5]([CH3:6])[C@H:4]([NH:15][C:16]([O:18][C:19]([CH3:22])([CH3:21])[CH3:20])=[O:17])[C:3]([O:2][CH3:1])=[O:23])=[C:8]([F:14])[CH:9]=2)[CH2:32][CH2:31]1)=[O:29])([CH3:26])[CH3:25]. (2) Given the reactants [C:1]([O:5][C:6]([NH:8][C:9]1[CH:14]=[CH:13][CH:12]=[CH:11][C:10]=1[NH:15][C:16](=[O:32])[C:17]1[CH:22]=[CH:21][C:20](B2OC(C)(C)C(C)(C)O2)=[CH:19][CH:18]=1)=[O:7])([CH3:4])([CH3:3])[CH3:2].Br[C:34]1[N:41]=[CH:40][CH:39]=[CH:38][C:35]=1[C:36]#[N:37].C(=O)([O-])O.[Na+], predict the reaction product. The product is: [CH3:20][CH2:19][CH2:18][CH:17]([CH3:22])[CH3:16].[C:1]([O:5][C:6]([NH:8][C:9]1[CH:14]=[CH:13][CH:12]=[CH:11][C:10]=1[NH:15][C:16](=[O:32])[C:17]1[CH:22]=[CH:21][C:20]([C:34]2[C:35]([C:36]#[N:37])=[CH:38][CH:39]=[CH:40][N:41]=2)=[CH:19][CH:18]=1)=[O:7])([CH3:4])([CH3:2])[CH3:3]. (3) Given the reactants [Cl:1][C:2]1[CH:3]=[CH:4][C:5]([C:28]([F:31])([F:30])[F:29])=[C:6]([CH:27]=1)[CH2:7][N:8]1[CH2:13][CH2:12][NH:11][C:10]2[N:14]=[CH:15][C:16]([C:18]3[CH:26]=[CH:25][C:21]([C:22]([OH:24])=O)=[CH:20][CH:19]=3)=[CH:17][C:9]1=2.[NH2:32][CH:33]1[C:41]2[C:36](=[CH:37][CH:38]=[CH:39][CH:40]=2)[CH2:35][CH2:34]1, predict the reaction product. The product is: [Cl:1][C:2]1[CH:3]=[CH:4][C:5]([C:28]([F:30])([F:31])[F:29])=[C:6]([CH:27]=1)[CH2:7][N:8]1[CH2:13][CH2:12][NH:11][C:10]2[N:14]=[CH:15][C:16]([C:18]3[CH:26]=[CH:25][C:21]([C:22]([NH:32][CH:33]4[C:41]5[C:36](=[CH:37][CH:38]=[CH:39][CH:40]=5)[CH2:35][CH2:34]4)=[O:24])=[CH:20][CH:19]=3)=[CH:17][C:9]1=2. (4) The product is: [F:42][C:25]([F:24])([F:43])[S:26]([O:29][C:30]1[C:39]([CH2:40][N:17]2[C@@H:16]([CH3:21])[C@@H:15]([C:7]3[CH:8]=[C:9]([C:11]([F:12])([F:13])[F:14])[CH:10]=[C:5]([C:4]([F:3])([F:22])[F:23])[CH:6]=3)[O:19][C:18]2=[O:20])=[CH:38][C:37]2[CH2:36][CH2:35][CH2:34][CH2:33][C:32]=2[CH:31]=1)(=[O:27])=[O:28]. Given the reactants [H-].[Na+].[F:3][C:4]([F:23])([F:22])[C:5]1[CH:6]=[C:7]([C@H:15]2[O:19][C:18](=[O:20])[NH:17][C@H:16]2[CH3:21])[CH:8]=[C:9]([C:11]([F:14])([F:13])[F:12])[CH:10]=1.[F:24][C:25]([F:43])([F:42])[S:26]([O:29][C:30]1[C:39]([CH2:40]Br)=[CH:38][C:37]2[CH2:36][CH2:35][CH2:34][CH2:33][C:32]=2[CH:31]=1)(=[O:28])=[O:27].[NH4+].[Cl-], predict the reaction product. (5) Given the reactants [N+:1]([C:4]1[CH:11]=[CH:10][C:7]([C:8]#[N:9])=[CH:6][C:5]=1[NH:12][C:13]1[CH:18]=[CH:17][CH:16]=[CH:15][CH:14]=1)([O-])=O, predict the reaction product. The product is: [NH2:1][C:4]1[CH:11]=[CH:10][C:7]([C:8]#[N:9])=[CH:6][C:5]=1[NH:12][C:13]1[CH:14]=[CH:15][CH:16]=[CH:17][CH:18]=1. (6) Given the reactants [Br:1][C:2]1[CH:3]=[C:4]([CH:8]=[O:9])[S:5][C:6]=1[Cl:7].C1(C)C=CC=CC=1.[CH2:17](O)[CH2:18][OH:19], predict the reaction product. The product is: [Br:1][C:2]1[CH:3]=[C:4]([CH:8]2[O:19][CH2:18][CH2:17][O:9]2)[S:5][C:6]=1[Cl:7]. (7) Given the reactants [ClH:1].O1CCOCC1.[CH2:8]([C:10]1[N:11]=[C:12]([CH:22]2[CH2:27][CH2:26][N:25]([C:28]3[C:29]4[C@H:37]([CH3:38])[CH2:36][C:35](=[O:39])[NH:34][C:30]=4[N:31]=[CH:32][N:33]=3)[CH2:24][CH2:23]2)[N:13]([CH2:15][CH2:16][N:17]2[CH2:21][CH2:20][CH2:19][CH2:18]2)[CH:14]=1)[CH3:9], predict the reaction product. The product is: [ClH:1].[CH2:8]([C:10]1[N:11]=[C:12]([CH:22]2[CH2:27][CH2:26][N:25]([C:28]3[C:29]4[C@H:37]([CH3:38])[CH2:36][C:35](=[O:39])[NH:34][C:30]=4[N:31]=[CH:32][N:33]=3)[CH2:24][CH2:23]2)[N:13]([CH2:15][CH2:16][N:17]2[CH2:18][CH2:19][CH2:20][CH2:21]2)[CH:14]=1)[CH3:9]. (8) Given the reactants [C:1]([C:3]1([C:8]2[CH:9]=[C:10]([C:19]([O:21]CC)=[O:20])[CH:11]=[C:12]([C:14]([O:16][CH2:17][CH3:18])=[O:15])[CH:13]=2)[CH2:7][CH2:6][CH2:5][CH2:4]1)#[N:2].[OH-].[Na+], predict the reaction product. The product is: [CH2:17]([O:16][C:14]([C:12]1[CH:11]=[C:10]([CH:9]=[C:8]([C:3]2([C:1]#[N:2])[CH2:7][CH2:6][CH2:5][CH2:4]2)[CH:13]=1)[C:19]([OH:21])=[O:20])=[O:15])[CH3:18].